This data is from Forward reaction prediction with 1.9M reactions from USPTO patents (1976-2016). The task is: Predict the product of the given reaction. (1) Given the reactants [CH2:1]([O:8][C:9]1[CH:10]=[CH:11][C:12]([CH:20]([OH:23])[CH2:21]Cl)=[C:13]2[C:18]=1[NH:17][C:16](=[O:19])[CH:15]=[CH:14]2)[C:2]1[CH:7]=[CH:6][CH:5]=[CH:4][CH:3]=1.[OH-].[Na+].C(=O)=O, predict the reaction product. The product is: [CH2:1]([O:8][C:9]1[CH:10]=[CH:11][C:12]([CH:20]2[CH2:21][O:23]2)=[C:13]2[C:18]=1[NH:17][C:16](=[O:19])[CH:15]=[CH:14]2)[C:2]1[CH:7]=[CH:6][CH:5]=[CH:4][CH:3]=1. (2) The product is: [NH:1]1[C:9]2[C:4](=[C:5]([C:20]3[N:21]=[C:22]([N:44]4[CH2:49][CH2:48][O:47][CH2:46][CH2:45]4)[C:23]4[O:28][C:27]5[N:29]=[CH:30][C:31]([CH2:33][N:34]6[CH2:35][CH2:36][N:37]([CH2:40][CH2:41][O:42][CH3:43])[CH2:38][CH2:39]6)=[CH:32][C:26]=5[C:24]=4[N:25]=3)[CH:6]=[CH:7][CH:8]=2)[CH:3]=[CH:2]1. Given the reactants [NH:1]1[C:9]2[CH:8]=[CH:7][CH:6]=[C:5](B(O)O)[C:4]=2[CH:3]=[CH:2]1.C(=O)([O-])[O-].[Na+].[Na+].Cl[C:20]1[N:21]=[C:22]([N:44]2[CH2:49][CH2:48][O:47][CH2:46][CH2:45]2)[C:23]2[O:28][C:27]3[N:29]=[CH:30][C:31]([CH2:33][N:34]4[CH2:39][CH2:38][N:37]([CH2:40][CH2:41][O:42][CH3:43])[CH2:36][CH2:35]4)=[CH:32][C:26]=3[C:24]=2[N:25]=1, predict the reaction product.